From a dataset of Forward reaction prediction with 1.9M reactions from USPTO patents (1976-2016). Predict the product of the given reaction. (1) Given the reactants [F:1][C:2]1[S:6][C:5]([NH:7][C:8]([C:10]2[CH:14]=[C:13]([CH:15]3[CH2:19][CH2:18][CH2:17][N:16]3[C:20](=[O:24])[C@@H:21]([NH2:23])[CH3:22])[S:12][C:11]=2[CH3:25])=[O:9])=[N:4][CH:3]=1.[O-:26][C:27]#[N:28].[K+].C(O)(=O)C.C(=O)([O-])O.[Na+], predict the reaction product. The product is: [F:1][C:2]1[S:6][C:5]([NH:7][C:8]([C:10]2[CH:14]=[C:13]([CH:15]3[CH2:19][CH2:18][CH2:17][N:16]3[C:20](=[O:24])[C@@H:21]([NH:23][C:27]([NH2:28])=[O:26])[CH3:22])[S:12][C:11]=2[CH3:25])=[O:9])=[N:4][CH:3]=1. (2) Given the reactants [NH2:1][C:2]1[CH:7]=[CH:6][C:5]([F:8])=[CH:4][C:3]=1[NH:9][C@@H:10]1[CH2:15][CH2:14][CH2:13][N:12]([CH2:16][CH2:17][O:18][C:19](=[O:24])[C:20]([CH3:23])([CH3:22])[CH3:21])[CH2:11]1.[C:25]([O:29][C:30]([NH:32][C@@H:33]([CH3:37])[C:34](O)=[O:35])=[O:31])([CH3:28])([CH3:27])[CH3:26].C1C=NC2N(O)N=NC=2C=1.CCN=C=NCCCN(C)C.Cl, predict the reaction product. The product is: [C:25]([O:29][C:30]([NH:32][C@@H:33]([CH3:37])[C:34]([NH:1][C:2]1[CH:7]=[CH:6][C:5]([F:8])=[CH:4][C:3]=1[NH:9][C@@H:10]1[CH2:15][CH2:14][CH2:13][N:12]([CH2:16][CH2:17][O:18][C:19](=[O:24])[C:20]([CH3:21])([CH3:23])[CH3:22])[CH2:11]1)=[O:35])=[O:31])([CH3:28])([CH3:27])[CH3:26]. (3) Given the reactants [I:1][C:2]1[CH:9]=[CH:8][C:5]([CH2:6][NH2:7])=[CH:4][CH:3]=1.[CH:10]1[C:19]2[C:14](=[CH:15][CH:16]=[CH:17][CH:18]=2)[CH:13]=[CH:12][C:11]=1[S:20](Cl)(=[O:22])=[O:21], predict the reaction product. The product is: [I:1][C:2]1[CH:9]=[CH:8][C:5]([CH2:6][NH:7][S:20]([C:11]2[CH:12]=[CH:13][C:14]3[C:19](=[CH:18][CH:17]=[CH:16][CH:15]=3)[CH:10]=2)(=[O:22])=[O:21])=[CH:4][CH:3]=1. (4) Given the reactants [Cl:1][C:2]1[CH:7]=[C:6]([O:8][CH3:9])[CH:5]=[CH:4][C:3]=1[C:10]1[N:15]=[CH:14][N:13]=[C:12]([NH:16][C@@H:17]([CH2:20][O:21][CH3:22])[CH2:18][CH3:19])[C:11]=1[NH2:23].[C:24](OCC)(=[O:28])[C:25]([CH3:27])=O, predict the reaction product. The product is: [Cl:1][C:2]1[CH:7]=[C:6]([O:8][CH3:9])[CH:5]=[CH:4][C:3]=1[C:10]1[C:11]2[N:23]=[C:25]([CH3:27])[C:24](=[O:28])[N:16]([C@@H:17]([CH2:20][O:21][CH3:22])[CH2:18][CH3:19])[C:12]=2[N:13]=[CH:14][N:15]=1. (5) Given the reactants [O:1]=[C:2]1[NH:7][N:6]=[CH:5][C:4]([C:8]([OH:10])=[O:9])=[CH:3]1.OS(O)(=O)=O.[CH3:16][CH2:17]O, predict the reaction product. The product is: [O:1]=[C:2]1[NH:7][N:6]=[CH:5][C:4]([C:8]([O:10][CH2:16][CH3:17])=[O:9])=[CH:3]1. (6) Given the reactants [Br-].Br[CH2:3][C:4]1[CH:5]=[NH+:6][CH:7]=[CH:8][CH:9]=1.[CH3:10][C:11]1[N:16]=[C:15]([SH:17])[N:14]=[C:13]([OH:18])[CH:12]=1.C(N(CC)CC)C, predict the reaction product. The product is: [CH3:10][C:11]1[N:16]=[C:15]([S:17][CH2:3][C:4]2[CH:5]=[N:6][CH:7]=[CH:8][CH:9]=2)[N:14]=[C:13]([OH:18])[CH:12]=1. (7) Given the reactants Cl[C:2]1[N:7]=[C:6]([N:8]([CH:18]2[CH2:20][CH2:19]2)CC2C=CC(OC)=CC=2)[C:5]2=[N:21][CH:22]=[C:23]([C:24]#[N:25])[N:4]2[N:3]=1.[Cl:26][C:27]1[C:33]([N:34]2[CH2:37][CH:36]([N:38]3[CH2:43][CH2:42][N:41]([CH3:44])[CH2:40][CH2:39]3)[CH2:35]2)=[CH:32][C:31]([O:45][CH:46]([F:48])[F:47])=[CH:30][C:28]=1[NH2:29].CC1(C)C2C(=C(P(C3C=CC=CC=3)C3C=CC=CC=3)C=CC=2)OC2C(P(C3C=CC=CC=3)C3C=CC=CC=3)=CC=CC1=2.C(=O)([O-])[O-].[Cs+].[Cs+], predict the reaction product. The product is: [Cl:26][C:27]1[C:33]([N:34]2[CH2:35][CH:36]([N:38]3[CH2:39][CH2:40][N:41]([CH3:44])[CH2:42][CH2:43]3)[CH2:37]2)=[CH:32][C:31]([O:45][CH:46]([F:48])[F:47])=[CH:30][C:28]=1[NH:29][C:2]1[N:7]=[C:6]([NH:8][CH:18]2[CH2:19][CH2:20]2)[C:5]2=[N:21][CH:22]=[C:23]([C:24]#[N:25])[N:4]2[N:3]=1.